This data is from Forward reaction prediction with 1.9M reactions from USPTO patents (1976-2016). The task is: Predict the product of the given reaction. (1) The product is: [Cl:23][C:24]1[CH:29]=[CH:28][N:27]=[CH:26][C:25]=1[NH:30][C:31]1[N:10]2[N:11]=[C:12]([C:15]3[C:20]([F:21])=[CH:19][CH:18]=[CH:17][C:16]=3[F:22])[CH:13]=[CH:14][C:9]2=[CH:8][N:5]=1. Given the reactants P(C)(C)C.[N:5]([CH2:8][C:9]1[N:10]=[N:11][C:12]([C:15]2[C:20]([F:21])=[CH:19][CH:18]=[CH:17][C:16]=2[F:22])=[CH:13][CH:14]=1)=[N+]=[N-].[Cl:23][C:24]1[CH:29]=[CH:28][N:27]=[CH:26][C:25]=1[N:30]=[C:31]=S, predict the reaction product. (2) Given the reactants [N:1]1[C:10]2[C:5](=[CH:6][C:7]([O:11][S:12]([C:15]([F:18])([F:17])[F:16])(=[O:14])=[O:13])=[CH:8][CH:9]=2)[CH:4]=[CH:3][CH:2]=1.N1C=CC=CC=1.[Br:25]Br, predict the reaction product. The product is: [Br:25][C:3]1[CH:2]=[N:1][C:10]2[C:5]([CH:4]=1)=[CH:6][C:7]([O:11][S:12]([C:15]([F:18])([F:16])[F:17])(=[O:13])=[O:14])=[CH:8][CH:9]=2. (3) Given the reactants [N:1]1([C:6]2[CH:32]=[CH:31][C:9]([O:10][CH2:11][C:12]3[CH:17]=[CH:16][C:15]([CH:18]4[CH2:23][CH2:22][N:21]([C:24](OC(C)(C)C)=O)[CH2:20][CH2:19]4)=[CH:14][N:13]=3)=[CH:8][CH:7]=2)[CH:5]=[N:4][N:3]=[N:2]1.[CH2:33]([C:36]1[CH:37]=[N:38]C(Br)=[N:40][CH:41]=1)[CH2:34][CH3:35], predict the reaction product. The product is: [CH2:33]([C:36]1[CH:37]=[N:38][C:24]([N:21]2[CH2:22][CH2:23][CH:18]([C:15]3[CH:16]=[CH:17][C:12]([CH2:11][O:10][C:9]4[CH:31]=[CH:32][C:6]([N:1]5[CH:5]=[N:4][N:3]=[N:2]5)=[CH:7][CH:8]=4)=[N:13][CH:14]=3)[CH2:19][CH2:20]2)=[N:40][CH:41]=1)[CH2:34][CH3:35]. (4) The product is: [I:9][CH2:8][CH2:7][C@H:2]([NH:19][NH:18][C:20]([O:22][CH2:23][C:24]1[CH:29]=[CH:28][CH:27]=[CH:26][CH:25]=1)=[O:21])[C:3]([O:5][CH3:6])=[O:4]. Given the reactants O[C@H:2]([CH2:7][CH2:8][I:9])[C:3]([O:5][CH3:6])=[O:4].N1C(C)=CC=CC=1C.[NH:18]([C:20]([O:22][CH2:23][C:24]1[CH:29]=[CH:28][CH:27]=[CH:26][CH:25]=1)=[O:21])[NH2:19], predict the reaction product. (5) Given the reactants [Cl:1][C:2]1[C:7]([CH:8]=[O:9])=[CH:6][N:5]=[C:4]2[NH:10][CH:11]=[CH:12][C:3]=12.[S:13](Cl)([C:16]1[CH:22]=[CH:21][C:19]([CH3:20])=[CH:18][CH:17]=1)(=[O:15])=[O:14], predict the reaction product. The product is: [Cl:1][C:2]1[C:7]([CH:8]=[O:9])=[CH:6][N:5]=[C:4]2[N:10]([S:13]([C:16]3[CH:22]=[CH:21][C:19]([CH3:20])=[CH:18][CH:17]=3)(=[O:15])=[O:14])[CH:11]=[CH:12][C:3]=12. (6) The product is: [CH2:35]([O:34][C:32](=[O:33])[N:13]([C@H:12]1[C@H:8]([C:5]2[CH:4]=[CH:3][C:2]([Cl:1])=[CH:7][CH:6]=2)[CH2:9][N:10]([C:15]([CH:17]2[CH2:22][CH2:21][N:20]([C:23]3[CH:28]=[CH:27][C:26]([C:29]#[N:30])=[CH:25][N:24]=3)[CH2:19][CH2:18]2)=[O:16])[CH2:11]1)[CH3:14])[CH2:36][CH3:37]. Given the reactants [Cl:1][C:2]1[CH:7]=[CH:6][C:5]([C@H:8]2[C@H:12]([NH:13][CH3:14])[CH2:11][N:10]([C:15]([CH:17]3[CH2:22][CH2:21][N:20]([C:23]4[CH:28]=[CH:27][C:26]([C:29]#[N:30])=[CH:25][N:24]=4)[CH2:19][CH2:18]3)=[O:16])[CH2:9]2)=[CH:4][CH:3]=1.Cl[C:32]([O:34][CH2:35][CH2:36][CH3:37])=[O:33], predict the reaction product. (7) Given the reactants F[B-](F)(F)F.[O:6]=[C:7]1[C:16]2[O+]=[C:14]([C:17]3[CH:22]=[CH:21][CH:20]=[CH:19][CH:18]=3)[CH:13]=[C:12]([C:23]3[CH:28]=[CH:27][CH:26]=[CH:25][CH:24]=3)[C:11]=2[CH2:10][CH2:9][CH2:8]1.[NH4+:29], predict the reaction product. The product is: [C:17]1([C:14]2[CH:13]=[C:12]([C:23]3[CH:28]=[CH:27][CH:26]=[CH:25][CH:24]=3)[C:11]3[CH2:10][CH2:9][CH2:8][C:7](=[O:6])[C:16]=3[N:29]=2)[CH:22]=[CH:21][CH:20]=[CH:19][CH:18]=1.